Dataset: Forward reaction prediction with 1.9M reactions from USPTO patents (1976-2016). Task: Predict the product of the given reaction. (1) Given the reactants [Cl:1][C:2]1[N:10]=[C:9]2[C:5]([N:6]=[CH:7][N:8]2[CH3:11])=[C:4]([N:12]2[CH2:17][CH2:16][O:15][CH2:14][C@H:13]2[CH3:18])[N:3]=1.[Li+].C[Si]([N-][Si](C)(C)C)(C)C.CN([CH:32]=[O:33])C.Cl, predict the reaction product. The product is: [Cl:1][C:2]1[N:10]=[C:9]2[C:5]([N:6]=[C:7]([CH:32]=[O:33])[N:8]2[CH3:11])=[C:4]([N:12]2[CH2:17][CH2:16][O:15][CH2:14][C@H:13]2[CH3:18])[N:3]=1. (2) Given the reactants [Cl:1][C:2]1[CH:9]=[C:8](F)[CH:7]=[CH:6][C:3]=1C=O.[CH3:11][S-:12].[Na+].CN([CH:17]=[O:18])C, predict the reaction product. The product is: [Cl:1][C:2]1[CH:3]=[CH:6][C:7]([CH:17]=[O:18])=[C:8]([S:12][CH3:11])[CH:9]=1. (3) Given the reactants F[C:2]1[CH:3]=[CH:4][C:5]([N+:14]([O-:16])=[O:15])=[C:6]([CH2:8][C:9]([O:11][CH2:12][CH3:13])=[O:10])[CH:7]=1.[CH2:17]([O-:19])[CH3:18].[Na+].O, predict the reaction product. The product is: [CH2:17]([O:19][C:2]1[CH:3]=[CH:4][C:5]([N+:14]([O-:16])=[O:15])=[C:6]([CH2:8][C:9]([O:11][CH2:12][CH3:13])=[O:10])[CH:7]=1)[CH3:18].